This data is from Retrosynthesis with 50K atom-mapped reactions and 10 reaction types from USPTO. The task is: Predict the reactants needed to synthesize the given product. (1) Given the product CC(C)(C)OC(=O)N1CCCc2ccc(CCOc3cccs3)nc21, predict the reactants needed to synthesize it. The reactants are: CC(C)(C)OC(=O)OC(=O)OC(C)(C)C.c1csc(OCCc2ccc3c(n2)NCCC3)c1. (2) The reactants are: CCOC(=O)C(C(C)=O)C(C)C(=O)c1ccccc1.[NH4+]. Given the product CCOC(=O)c1c(C)[nH]c(-c2ccccc2)c1C, predict the reactants needed to synthesize it. (3) Given the product CC(C)(C)OCc1ccc(-c2ccc(Cn3cc4nc(-c5cccc(F)c5F)nc-4cn3)nn2)cc1, predict the reactants needed to synthesize it. The reactants are: CC(C)(C)OCc1ccc(B(O)O)cc1.Fc1cccc(-c2nc3cnn(Cc4ccc(Cl)nn4)cc-3n2)c1F. (4) Given the product CSc1ncc2ccc(CNc3ccccc3)n2n1, predict the reactants needed to synthesize it. The reactants are: CSc1ncc2ccc(C=O)n2n1.Nc1ccccc1. (5) Given the product COc1cccc(-c2ccc3oc(-c4cc([N+](=O)[O-])ccc4OC)nc3c2)c1, predict the reactants needed to synthesize it. The reactants are: COc1ccc([N+](=O)[O-])cc1-c1nc2cc(Br)ccc2o1.COc1cccc(B(O)O)c1. (6) Given the product CC(C)(CCn1cnc(-c2ccccc2)c1)NC[C@H](O)c1ccc(O)c(NS(=O)(=O)c2ccccc2)c1, predict the reactants needed to synthesize it. The reactants are: CC(C)(CCn1cnc(-c2ccccc2)c1)NC[C@H](O)c1ccc(OCc2ccccc2)c(NS(=O)(=O)c2ccccc2)c1. (7) The reactants are: Cc1cc(C(=O)N[C@@H]2CCN(C(=O)OC(C)(C)C)C2)nn1Cc1cc(Cl)cc2cc(-c3ccccc3)oc12. Given the product Cc1cc(C(=O)N[C@@H]2CCNC2)nn1Cc1cc(Cl)cc2cc(-c3ccccc3)oc12, predict the reactants needed to synthesize it. (8) Given the product CC(C)(C)OC(=O)N1CC[C@](O)(c2ccccc2)[C@@H](OCc2ccccc2)C1, predict the reactants needed to synthesize it. The reactants are: BrCc1ccccc1.CC(C)(C)OC(=O)N1CC[C@](O)(c2ccccc2)[C@@H](O)C1.